From a dataset of Reaction yield outcomes from USPTO patents with 853,638 reactions. Predict the reaction yield, written as a fraction of the theoretical maximum amount of product (1.0 means a 100% yield; for example, 0.34 means a 34% yield). (1) The catalyst is C(Cl)Cl.O.CN(C=O)C. The reactants are [CH:1]1([C:5](O)=O)[CH2:4][CH2:3][CH2:2]1.C(Cl)(=O)C(Cl)=O.Cl.[NH2:15][NH:16][C:17]([NH2:19])=[O:18].C(N(CC)CC)C.[OH-].[Na+].S(=O)(=O)(O)O. The yield is 0.614. The product is [CH:1]1([C:5]2[NH:19][C:17](=[O:18])[NH:16][N:15]=2)[CH2:2][CH2:3][CH2:4]1. (2) The reactants are [CH2:1]([N:4]1[C:12](=[O:13])[C:11]2[N:10]=[CH:9][NH:8][C:7]=2[N:6]([CH2:14][CH2:15][CH3:16])[C:5]1=[O:17])[CH2:2][CH3:3].C[C:29]1[CH:34]=[CH:33]C(S([O-])(=[O:26])=[O:26])=[CH:31][CH:30]=1.[CH:29]1[CH:34]=[CH:33][NH+]=[CH:31][CH:30]=1. The catalyst is O1C=CCCC1.C(Cl)(Cl)Cl.C(Cl)Cl. The product is [CH2:1]([N:4]1[C:12](=[O:13])[C:11]2[N:10]([CH:33]3[CH2:34][CH2:29][CH2:30][CH2:31][O:26]3)[CH:9]=[N:8][C:7]=2[N:6]([CH2:14][CH2:15][CH3:16])[C:5]1=[O:17])[CH2:2][CH3:3]. The yield is 0.890. (3) The reactants are [C:1]1([C@H:7]([NH:9][C@@:10]2([C:20]([OH:22])=[O:21])[CH2:15][C@H:14]([OH:16])[CH:13]3[CH:11]2[C@H:12]3[C:17]([OH:19])=[O:18])[CH3:8])[CH:6]=[CH:5][CH:4]=[CH:3][CH:2]=1.[C:23](Cl)(=O)[CH3:24].[CH2:27](O)[CH3:28]. No catalyst specified. The product is [C:1]1([C@H:7]([NH:9][C@@:10]2([C:20]([O:22][CH2:23][CH3:24])=[O:21])[CH2:15][C@H:14]([OH:16])[CH:13]3[CH:11]2[C@H:12]3[C:17]([O:19][CH2:27][CH3:28])=[O:18])[CH3:8])[CH:6]=[CH:5][CH:4]=[CH:3][CH:2]=1. The yield is 0.990. (4) The reactants are [Cl:1][C:2]1[CH:3]=[C:4]([NH:9][C:10]([NH:12][CH2:13][C:14](=O)[C:15]2[CH:20]=[CH:19][CH:18]=[CH:17][CH:16]=2)=[O:11])[CH:5]=[CH:6][C:7]=1[Cl:8]. The catalyst is Cl. The product is [Cl:1][C:2]1[CH:3]=[C:4]([N:9]2[C:14]([C:15]3[CH:20]=[CH:19][CH:18]=[CH:17][CH:16]=3)=[CH:13][NH:12][C:10]2=[O:11])[CH:5]=[CH:6][C:7]=1[Cl:8]. The yield is 0.850. (5) The reactants are [F:1][C:2]1[CH:3]=[C:4]([N:14]2[CH2:18][C@H:17]([CH2:19][NH2:20])[O:16][C:15]2=[O:21])[CH:5]=[CH:6][C:7]=1[N:8]1[CH2:13][CH2:12][O:11][CH2:10][CH2:9]1.[O:22]=[C:23]([C:29]1[S:30][CH:31]=[CH:32][CH:33]=1)[CH2:24][CH2:25][C:26](O)=[O:27].C1C=CC2N(O)N=NC=2C=1.Cl.CN(C)CCCN=C=NCC. The catalyst is C1COCC1.O. The product is [F:1][C:2]1[CH:3]=[C:4]([N:14]2[CH2:18][C@H:17]([CH2:19][NH:20][C:26](=[O:27])[CH2:25][CH2:24][C:23](=[O:22])[C:29]3[S:30][CH:31]=[CH:32][CH:33]=3)[O:16][C:15]2=[O:21])[CH:5]=[CH:6][C:7]=1[N:8]1[CH2:9][CH2:10][O:11][CH2:12][CH2:13]1. The yield is 0.560. (6) The reactants are [Br:1][C:2]1[S:6][C:5]([CH2:7]Cl)=[N:4][CH:3]=1.[CH3:9][S-:10].[Na+]. The catalyst is CN(C=O)C. The product is [Br:1][C:2]1[S:6][C:5]([CH2:7][S:10][CH3:9])=[N:4][CH:3]=1. The yield is 0.280. (7) The reactants are [N+:1]([C:4]1[C:13]2[C:12](=[O:14])O[C:10]([CH3:15])=[N:9][C:8]=2[CH:7]=[CH:6][CH:5]=1)([O-:3])=[O:2].Cl.[NH2:17][CH:18]1[CH2:23][CH2:22][C:21](=[O:24])[NH:20][C:19]1=[O:25].CO. The catalyst is N1C=CC=CC=1. The product is [CH3:15][C:10]1[N:17]([CH:18]2[CH2:23][CH2:22][C:21](=[O:24])[NH:20][C:19]2=[O:25])[C:12](=[O:14])[C:13]2[C:8](=[CH:7][CH:6]=[CH:5][C:4]=2[N+:1]([O-:3])=[O:2])[N:9]=1. The yield is 0.270. (8) The reactants are FC(F)(F)C1C=C(NC(=O)NC2C=CC(C3SC(CCC(OC)=O)=NC=3)=CC=2)C=CC=1.[CH3:32][C:33]1[N:37]=[C:36]([CH2:38][CH:39]2[CH2:44][CH2:43][CH:42]([C:45]3[S:46][C:47]([C:50]4[CH:56]=[CH:55][C:53]([NH2:54])=[CH:52][CH:51]=4)=[CH:48][N:49]=3)[CH2:41][CH2:40]2)[O:35][N:34]=1.[F:57][C:58]1[CH:59]=[C:60]([N:65]=[C:66]=[O:67])[CH:61]=[C:62]([F:64])[CH:63]=1. No catalyst specified. The product is [F:57][C:58]1[CH:59]=[C:60]([NH:65][C:66]([NH:54][C:53]2[CH:52]=[CH:51][C:50]([C:47]3[S:46][C:45]([CH:42]4[CH2:43][CH2:44][CH:39]([CH2:38][C:36]5[O:35][N:34]=[C:33]([CH3:32])[N:37]=5)[CH2:40][CH2:41]4)=[N:49][CH:48]=3)=[CH:56][CH:55]=2)=[O:67])[CH:61]=[C:62]([F:64])[CH:63]=1. The yield is 0.800. (9) The reactants are [N:1]1[CH:6]=[CH:5][C:4]([N:7]2[CH2:12][CH2:11][CH:10]([CH2:13][NH:14][C:15]3[C:20]([NH2:21])=[CH:19][CH:18]=[CH:17][N:16]=3)[CH2:9][CH2:8]2)=[CH:3][CH:2]=1.[CH3:22][O:23][C:24]1[CH:32]=[CH:31][C:27]([C:28](Cl)=[O:29])=[CH:26][CH:25]=1. No catalyst specified. The product is [CH3:22][O:23][C:24]1[CH:32]=[CH:31][C:27]([C:28]([NH:21][C:20]2[C:15]([NH:14][CH2:13][CH:10]3[CH2:11][CH2:12][N:7]([C:4]4[CH:5]=[CH:6][N:1]=[CH:2][CH:3]=4)[CH2:8][CH2:9]3)=[N:16][CH:17]=[CH:18][CH:19]=2)=[O:29])=[CH:26][CH:25]=1. The yield is 0.150. (10) The reactants are [F:1][CH:2]([F:15])[O:3][C:4]1[C:13]([F:14])=[CH:12][CH:11]=[CH:10][C:5]=1[C:6]([O:8]C)=[O:7].[OH-].[Na+]. No catalyst specified. The product is [F:15][CH:2]([F:1])[O:3][C:4]1[C:13]([F:14])=[CH:12][CH:11]=[CH:10][C:5]=1[C:6]([OH:8])=[O:7]. The yield is 0.310.